This data is from Retrosynthesis with 50K atom-mapped reactions and 10 reaction types from USPTO. The task is: Predict the reactants needed to synthesize the given product. (1) The reactants are: C=C(C)[C@@H]1CC[C@]2(NCCN3CCS(=O)(=O)CC3)CC[C@]3(C)[C@H](CC[C@@H]4[C@@]5(C)CC=C(OS(=O)(=O)C(F)(F)F)C(C)(C)[C@@H]5CC[C@]43C)[C@@H]12.CCOC(=O)CC1CC=C(B2OC(C)(C)C(C)(C)O2)CC1. Given the product C=C(C)[C@@H]1CC[C@]2(NCCN3CCS(=O)(=O)CC3)CC[C@]3(C)[C@H](CC[C@@H]4[C@@]5(C)CC=C(C6=CCC(CC(=O)OCC)CC6)C(C)(C)[C@@H]5CC[C@]43C)[C@@H]12, predict the reactants needed to synthesize it. (2) Given the product COc1cc(CN2CCC(CCCN3CCC(Nc4nc5ccccc5[nH]4)CC3)(Cc3ccc(F)cc3)C2=O)cc(OC)c1OC, predict the reactants needed to synthesize it. The reactants are: COc1cc(CN2CCC(CCCOS(C)(=O)=O)(Cc3ccc(F)cc3)C2=O)cc(OC)c1OC.c1ccc2[nH]c(NC3CCNCC3)nc2c1. (3) Given the product Cn1ncc(NC(=O)c2nc(-c3c(F)cccc3F)sc2N)c1C1CCC(N)CC1, predict the reactants needed to synthesize it. The reactants are: Cn1ncc(NC(=O)c2nc(-c3c(F)cccc3F)sc2NC(=O)OC(C)(C)C)c1C1CCC(N)CC1. (4) Given the product CC(=O)c1ccc(N2CCOCC2)c(C(F)(F)F)c1, predict the reactants needed to synthesize it. The reactants are: C1COCCN1.CC(=O)c1ccc(F)c(C(F)(F)F)c1.